From a dataset of Full USPTO retrosynthesis dataset with 1.9M reactions from patents (1976-2016). Predict the reactants needed to synthesize the given product. (1) Given the product [Cl:31][C:21]1[CH:20]=[C:19]([C@@:17]2([CH3:18])[C:12]([CH:10]3[CH2:11][CH:8]([CH2:7][OH:6])[CH2:9]3)=[CH:13][N:14]([CH:33]3[CH2:34][C:35]([F:38])([F:37])[CH2:36]3)[C:15](=[O:32])[NH:16]2)[CH:24]=[CH:23][C:22]=1[CH2:25][CH2:26][C:27]([CH3:30])([CH3:29])[CH3:28], predict the reactants needed to synthesize it. The reactants are: C([SiH2][O:6][C:7](C)(C)[CH:8]1[CH2:11][CH:10]([C@@H:12]2[C:17]([C:19]3[CH:24]=[CH:23][C:22]([CH2:25][CH2:26][C:27]([CH3:30])([CH3:29])[CH3:28])=[C:21]([Cl:31])[CH:20]=3)([CH3:18])[NH:16][C:15](=[O:32])[N:14]([CH:33]3[CH2:36][C:35]([F:38])([F:37])[CH2:34]3)[C:13]2=O)[CH2:9]1)(C)(C)C.Cl.C(OCC)(=O)C.O. (2) The reactants are: [NH2:1][C@H:2]([C:14]1[CH:15]=[N:16][CH:17]=[C:18]([Br:20])[CH:19]=1)[C@:3]([C:6]1[CH:11]=[C:10]([F:12])[CH:9]=[CH:8][C:7]=1[F:13])([OH:5])[CH3:4].N([C@H](C1C=NC=C(Br)C=1)[C@@](C1C=C(F)C=CC=1F)(O)C)=[N+]=[N-]. Given the product [NH2:1][C@H:2]([C:14]1[CH:15]=[N:16][CH:17]=[C:18]([Br:20])[CH:19]=1)[C@@:3]([C:6]1[CH:11]=[C:10]([F:12])[CH:9]=[CH:8][C:7]=1[F:13])([OH:5])[CH3:4], predict the reactants needed to synthesize it. (3) Given the product [CH3:40][S:41]([OH:44])(=[O:43])=[O:42].[CH3:40][S:41]([OH:44])(=[O:43])=[O:42].[CH3:39][O:38][C:32]1[CH:31]=[C:30]([C:27]2[CH:28]=[CH:29][C:24]([N:20]3[CH2:21][CH2:22][CH2:23][N:17]([C:14]4[CH:13]=[CH:12][C:11]([C:5]5[CH:4]=[C:3]([O:2][CH3:1])[CH:8]=[C:7]([O:9][CH3:10])[CH:6]=5)=[CH:16][N:15]=4)[CH2:18][CH2:19]3)=[N:25][CH:26]=2)[CH:35]=[C:34]([O:36][CH3:37])[CH:33]=1, predict the reactants needed to synthesize it. The reactants are: [CH3:1][O:2][C:3]1[CH:4]=[C:5]([C:11]2[CH:12]=[CH:13][C:14]([N:17]3[CH2:23][CH2:22][CH2:21][N:20]([C:24]4[CH:29]=[CH:28][C:27]([C:30]5[CH:35]=[C:34]([O:36][CH3:37])[CH:33]=[C:32]([O:38][CH3:39])[CH:31]=5)=[CH:26][N:25]=4)[CH2:19][CH2:18]3)=[N:15][CH:16]=2)[CH:6]=[C:7]([O:9][CH3:10])[CH:8]=1.[CH3:40][S:41]([OH:44])(=[O:43])=[O:42]. (4) Given the product [CH:28]1([C@@:20]([C:21]2[CH:26]=[CH:25][CH:24]=[CH:23][CH:22]=2)([C:17]2[N:18]=[CH:19][N:15]([CH2:14][CH:11]3[CH2:12][CH2:13][NH:8][CH2:9][CH2:10]3)[N:16]=2)[OH:27])[CH2:33][CH2:32][CH2:31][CH2:30][CH2:29]1, predict the reactants needed to synthesize it. The reactants are: C(OC([N:8]1[CH2:13][CH2:12][CH:11]([CH2:14][N:15]2[CH:19]=[N:18][C:17]([C@:20]([CH:28]3[CH2:33][CH2:32][CH2:31][CH2:30][CH2:29]3)([OH:27])[C:21]3[CH:26]=[CH:25][CH:24]=[CH:23][CH:22]=3)=[N:16]2)[CH2:10][CH2:9]1)=O)(C)(C)C.Cl.CCOCC. (5) Given the product [Cl:20][C:5]1[C:6]([NH:8][CH2:9][CH2:10][CH2:11][C:12]2[CH:17]=[CH:16][CH:15]=[C:14]([O:18][CH3:19])[CH:13]=2)=[N:7][C:2]([NH:21][C:22]2[CH:23]=[C:24]([CH2:28][CH2:29][OH:30])[CH:25]=[CH:26][CH:27]=2)=[N:3][CH:4]=1, predict the reactants needed to synthesize it. The reactants are: Cl[C:2]1[N:7]=[C:6]([NH:8][CH2:9][CH2:10][CH2:11][C:12]2[CH:17]=[CH:16][CH:15]=[C:14]([O:18][CH3:19])[CH:13]=2)[C:5]([Cl:20])=[CH:4][N:3]=1.[NH2:21][C:22]1[CH:23]=[C:24]([CH2:28][CH2:29][OH:30])[CH:25]=[CH:26][CH:27]=1.O.C1(C)C=CC(S(O)(=O)=O)=CC=1. (6) The reactants are: [CH3:1][N:2]([S:8]([C:11]1[CH:16]=[CH:15][C:14]([CH3:17])=[CH:13][CH:12]=1)(=[O:10])=[O:9])[C:3](=[CH2:7])[C:4]([OH:6])=O.CCOC(OC(OCC)=O)=O.[F:29][C:30]([F:47])([F:46])[O:31][C:32]1[CH:37]=[CH:36][C:35]([C:38]2[CH:43]=[C:42]([CH2:44][NH2:45])[CH:41]=[CH:40][N:39]=2)=[CH:34][CH:33]=1. Given the product [CH3:1][N:2]([S:8]([C:11]1[CH:16]=[CH:15][C:14]([CH3:17])=[CH:13][CH:12]=1)(=[O:10])=[O:9])[C:3](=[CH2:7])[C:4]([NH:45][CH2:44][C:42]1[CH:41]=[CH:40][N:39]=[C:38]([C:35]2[CH:34]=[CH:33][C:32]([O:31][C:30]([F:47])([F:29])[F:46])=[CH:37][CH:36]=2)[CH:43]=1)=[O:6], predict the reactants needed to synthesize it. (7) Given the product [S:19]1[CH:23]=[C:22]([CH2:24][CH2:25][NH:26][CH2:1][C:3]2[CH:18]=[CH:17][C:6]([O:7][C:8]3[CH:9]=[CH:10][C:11]([C:14]([NH2:16])=[O:15])=[N:12][CH:13]=3)=[CH:5][CH:4]=2)[C:21]2[CH:27]=[CH:28][CH:29]=[CH:30][C:20]1=2, predict the reactants needed to synthesize it. The reactants are: [CH:1]([C:3]1[CH:18]=[CH:17][C:6]([O:7][C:8]2[CH:9]=[CH:10][C:11]([C:14]([NH2:16])=[O:15])=[N:12][CH:13]=2)=[CH:5][CH:4]=1)=O.[S:19]1[CH:23]=[C:22]([CH2:24][CH2:25][NH2:26])[C:21]2[CH:27]=[CH:28][CH:29]=[CH:30][C:20]1=2. (8) The reactants are: [CH3:1][C:2]([C:7]1[CH:12]=[CH:11][C:10]([O:13]C)=[CH:9][CH:8]=1)([CH3:6])[C:3]([OH:5])=[O:4].Cl.[OH-].[Na+]. Given the product [CH3:6][C:2]([C:7]1[CH:8]=[CH:9][C:10]([OH:13])=[CH:11][CH:12]=1)([CH3:1])[C:3]([OH:5])=[O:4], predict the reactants needed to synthesize it.